Dataset: Reaction yield outcomes from USPTO patents with 853,638 reactions. Task: Predict the reaction yield, written as a fraction of the theoretical maximum amount of product (1.0 means a 100% yield; for example, 0.34 means a 34% yield). (1) The reactants are [Cl:1][C:2]1[N:7]=[C:6](Cl)[CH:5]=[CH:4][N:3]=1.[NH2:9][C:10]1[CH:11]=[C:12]2[C:16](=[CH:17][CH:18]=1)[NH:15][N:14]=[CH:13]2.C(N(CC)CC)C. The catalyst is C(O)C. The product is [Cl:1][C:2]1[N:7]=[C:6]([NH:9][C:10]2[CH:11]=[C:12]3[C:16](=[CH:17][CH:18]=2)[NH:15][N:14]=[CH:13]3)[CH:5]=[CH:4][N:3]=1. The yield is 0.970. (2) The reactants are Br[C:2]1[CH:7]=[CH:6][CH:5]=[CH:4][C:3]=1[CH3:8].[F:9][C:10]1[CH:15]=[CH:14][CH:13]=[C:12]([O:16][CH3:17])[C:11]=1B(O)O.C(=O)([O-])[O-].[Na+].[Na+].CC1C=CC(S(OCC2CC3C(C4C=CC=CC=4)=CC=CC=3O2)(=O)=O)=CC=1. The catalyst is C1C=CC([P]([Pd]([P](C2C=CC=CC=2)(C2C=CC=CC=2)C2C=CC=CC=2)([P](C2C=CC=CC=2)(C2C=CC=CC=2)C2C=CC=CC=2)[P](C2C=CC=CC=2)(C2C=CC=CC=2)C2C=CC=CC=2)(C2C=CC=CC=2)C2C=CC=CC=2)=CC=1. The product is [CH3:17][O:16][C:12]1[C:11]([C:2]2[CH:7]=[CH:6][CH:5]=[CH:4][C:3]=2[CH3:8])=[C:10]([F:9])[CH:15]=[CH:14][CH:13]=1. The yield is 0.370. (3) The reactants are [Cl:1][C:2]1[C:3]([O:12][C:13]2[CH:17]=[C:16]([C:18]([F:21])([F:20])[F:19])[NH:15][N:14]=2)=[N:4][CH:5]=[C:6]([C:8]([F:11])([F:10])[F:9])[CH:7]=1.[CH3:22][N:23]=[C:24]=[O:25]. No catalyst specified. The product is [CH3:22][NH:23][C:24]([N:15]1[C:16]([C:18]([F:21])([F:19])[F:20])=[CH:17][C:13]([O:12][C:3]2[C:2]([Cl:1])=[CH:7][C:6]([C:8]([F:10])([F:9])[F:11])=[CH:5][N:4]=2)=[N:14]1)=[O:25]. The yield is 0.201. (4) The reactants are [Cl:1][C:2]1[CH:28]=[CH:27][CH:26]=[CH:25][C:3]=1[CH2:4][NH:5][C:6]1[N:7]=[CH:8][C:9]2[C:15]([N:16]3[CH2:21][CH2:20][CH:19]([C:22]([OH:24])=O)[CH2:18][CH2:17]3)=[N:14][CH:13]=[CH:12][C:10]=2[N:11]=1.[N:29]1([CH2:35][CH2:36][OH:37])[CH2:34][CH2:33][NH:32][CH2:31][CH2:30]1.CN1CCOCC1.OC1C2N=NNC=2C=CC=1.CN(C)CCCN=C=NCC.Cl. The catalyst is CN(C=O)C.O. The product is [Cl:1][C:2]1[CH:28]=[CH:27][CH:26]=[CH:25][C:3]=1[CH2:4][NH:5][C:6]1[N:7]=[CH:8][C:9]2[C:15]([N:16]3[CH2:17][CH2:18][CH:19]([C:22]([N:32]4[CH2:33][CH2:34][N:29]([CH2:35][CH2:36][OH:37])[CH2:30][CH2:31]4)=[O:24])[CH2:20][CH2:21]3)=[N:14][CH:13]=[CH:12][C:10]=2[N:11]=1. The yield is 0.430.